From a dataset of Forward reaction prediction with 1.9M reactions from USPTO patents (1976-2016). Predict the product of the given reaction. (1) Given the reactants [Br:1][C@@H:2]1[C@@H:8]2[CH2:9][C@@H:5]([C:6](=[O:10])[O:7]2)[CH2:4][CH2:3]1.[CH3:11][NH:12][CH3:13].C(O)(=O)CC(CC(O)=O)(C(O)=O)O, predict the reaction product. The product is: [OH:7][C@@H:8]1[C@@H:2]([Br:1])[CH2:3][CH2:4][C@H:5]([C:6]([N:12]([CH3:13])[CH3:11])=[O:10])[CH2:9]1. (2) Given the reactants [C:1]1([N:7]2[CH:11]=[C:10]([C:12]3[CH2:13][CH2:14][NH:15][CH2:16][CH:17]=3)[N:9]=[N:8]2)[CH:6]=[CH:5][CH:4]=[CH:3][CH:2]=1.Cl[C:19]([O:21][CH:22]([CH3:24])[CH3:23])=[O:20].CO, predict the reaction product. The product is: [C:1]1([N:7]2[CH:11]=[C:10]([C:12]3[CH2:13][CH2:14][N:15]([C:19]([O:21][CH:22]([CH3:24])[CH3:23])=[O:20])[CH2:16][CH:17]=3)[N:9]=[N:8]2)[CH:2]=[CH:3][CH:4]=[CH:5][CH:6]=1. (3) The product is: [OH:32][CH2:31][C:5]1[CH:6]=[C:7]([O:9][CH2:10][CH2:11][NH:12][CH2:13][CH2:14][C:15]([O:17][CH3:18])=[O:16])[CH:8]=[C:3]([CH2:2][OH:1])[N:4]=1. Given the reactants [OH:1][CH2:2][C:3]1[CH:8]=[C:7]([O:9][CH2:10][CH2:11][N:12](S(C2C=CC=CC=2[N+]([O-])=O)(=O)=O)[CH2:13][CH2:14][C:15]([O:17][CH3:18])=[O:16])[CH:6]=[C:5]([CH2:31][OH:32])[N:4]=1.C(=O)([O-])[O-].[Cs+].[Cs+].C1(S)C=CC=CC=1, predict the reaction product. (4) Given the reactants C1([C:7]2[NH:8][C:9]3[CH:10]=[CH:11][CH:12]=[C:13]4[C:19](=[O:20])[NH:18][CH2:17][CH2:16][C:15]=2[C:14]=34)C=CC=CC=1.[Cl:21][C:22]1[CH:23]=[C:24](B(O)O)[CH:25]=[CH:26][C:27]=1[F:28], predict the reaction product. The product is: [Cl:21][C:22]1[CH:23]=[C:24]([C:7]2[NH:8][C:9]3[CH:10]=[CH:11][CH:12]=[C:13]4[C:19](=[O:20])[NH:18][CH2:17][CH2:16][C:15]=2[C:14]=34)[CH:25]=[CH:26][C:27]=1[F:28].